The task is: Predict the reaction yield, written as a fraction of the theoretical maximum amount of product (1.0 means a 100% yield; for example, 0.34 means a 34% yield).. This data is from Reaction yield outcomes from USPTO patents with 853,638 reactions. The reactants are [NH2:1][OH:2].Cl.[CH2:4]([C:6]1([S:15]([C:18]2[CH:23]=[CH:22][CH:21]=[C:20]([C:24]([F:27])([F:26])[F:25])[CH:19]=2)(=[O:17])=[O:16])[CH2:11][CH2:10][O:9][CH:8]([C:12]([NH2:14])=O)[CH2:7]1)[CH3:5]. The catalyst is CCO. The product is [CH2:4]([C:6]1([S:15]([C:18]2[CH:23]=[CH:22][CH:21]=[C:20]([C:24]([F:26])([F:27])[F:25])[CH:19]=2)(=[O:16])=[O:17])[CH2:11][CH2:10][O:9][CH:8]([C:12](=[NH:14])[NH:1][OH:2])[CH2:7]1)[CH3:5]. The yield is 0.830.